This data is from Catalyst prediction with 721,799 reactions and 888 catalyst types from USPTO. The task is: Predict which catalyst facilitates the given reaction. (1) Reactant: [CH3:1][CH:2]1[C:7](=[O:8])[NH:6][C:5]2[CH:9]=[CH:10][C:11]([N+:13]([O-:15])=[O:14])=[CH:12][C:4]=2[O:3]1.C(=O)([O-])[O-].[K+].[K+].I[CH2:23][CH3:24].O. Product: [CH2:23]([N:6]1[C:5]2[CH:9]=[CH:10][C:11]([N+:13]([O-:15])=[O:14])=[CH:12][C:4]=2[O:3][CH:2]([CH3:1])[C:7]1=[O:8])[CH3:24]. The catalyst class is: 3. (2) Reactant: [OH:1][CH:2]1[CH2:7][CH2:6][CH2:5][N:4]([C:8]([O:10][C:11]([CH3:14])([CH3:13])[CH3:12])=[O:9])[CH2:3]1.[O:15]1[CH2:19][CH2:18]OC1=O. Product: [OH:15][CH2:19][CH2:18][O:1][CH:2]1[CH2:7][CH2:6][CH2:5][N:4]([C:8]([O:10][C:11]([CH3:14])([CH3:13])[CH3:12])=[O:9])[CH2:3]1. The catalyst class is: 568. (3) Reactant: [C:1]([O:4][CH2:5][C:6](Cl)=[O:7])(=[O:3])[CH3:2].[NH2:9][C@H:10]1[C@@H:15]2[C@@H:13]([C@H:14]2[C:16]([O:18][CH2:19][CH3:20])=[O:17])[C@:12]([NH:26][C:27]([O:29][C:30]([CH3:33])([CH3:32])[CH3:31])=[O:28])([C:21]([O:23][CH2:24][CH3:25])=[O:22])[C@@H:11]1[O:34][CH2:35][C:36]1[CH:41]=[CH:40][C:39]([Cl:42])=[C:38]([Cl:43])[CH:37]=1.C(N(C(C)C)CC)(C)C. Product: [C:1]([O:4][CH2:5][C:6]([NH:9][C@H:10]1[C@@H:15]2[C@@H:13]([C@H:14]2[C:16]([O:18][CH2:19][CH3:20])=[O:17])[C@:12]([NH:26][C:27]([O:29][C:30]([CH3:32])([CH3:33])[CH3:31])=[O:28])([C:21]([O:23][CH2:24][CH3:25])=[O:22])[C@@H:11]1[O:34][CH2:35][C:36]1[CH:41]=[CH:40][C:39]([Cl:42])=[C:38]([Cl:43])[CH:37]=1)=[O:7])(=[O:3])[CH3:2]. The catalyst class is: 4.